Dataset: Reaction yield outcomes from USPTO patents with 853,638 reactions. Task: Predict the reaction yield, written as a fraction of the theoretical maximum amount of product (1.0 means a 100% yield; for example, 0.34 means a 34% yield). (1) The reactants are [Cl:1][C:2]1[C:11]2[C:6](=[CH:7][CH:8]=[C:9]([Br:12])[CH:10]=2)[N:5]=[CH:4][N:3]=1.[CH2:13]([O:20][C:21]1[CH:27]=[CH:26][C:24]([NH2:25])=[CH:23][CH:22]=1)[C:14]1[CH:19]=[CH:18][CH:17]=[CH:16][CH:15]=1. The catalyst is CC(O)C. The product is [ClH:1].[CH2:13]([O:20][C:21]1[CH:22]=[CH:23][C:24]([NH:25][C:2]2[C:11]3[C:6](=[CH:7][CH:8]=[C:9]([Br:12])[CH:10]=3)[N:5]=[CH:4][N:3]=2)=[CH:26][CH:27]=1)[C:14]1[CH:15]=[CH:16][CH:17]=[CH:18][CH:19]=1. The yield is 0.880. (2) The reactants are O=CC[C@H](N[C:12]([CH:14]1[CH2:19][CH2:18][C:17]([F:21])([F:20])[CH2:16][CH2:15]1)=[O:13])C1C=CC=CC=1.C(O[BH-](OC(=O)C)OC(=O)C)(=[O:24])C.[Na+].C(=O)(O)[O-].[Na+]. The catalyst is ClCCCl. The product is [F:20][C:17]1([F:21])[CH2:18][CH2:19][CH:14]([C:12]([OH:13])=[O:24])[CH2:15][CH2:16]1. The yield is 0.609. (3) The reactants are [F:1][C:2]([F:40])([F:39])[C:3]1[CH:38]=[CH:37][C:6]([CH2:7][NH:8][C:9]2[N:14]=[CH:13][C:12]([C:15]([C:18]3[C:26]4[C:21](=[N:22][CH:23]=[CH:24][CH:25]=4)[N:20]([Si](C(C)C)(C(C)C)C(C)C)[CH:19]=3)(O)[CH3:16])=[CH:11][CH:10]=2)=[CH:5][CH:4]=1.FC(F)(F)C(O)=O.C([SiH](CC)CC)C. The catalyst is C(#N)C. The product is [NH:20]1[C:21]2=[N:22][CH:23]=[CH:24][CH:25]=[C:26]2[C:18]([C:15]([C:12]2[CH:11]=[CH:10][C:9]([NH:8][CH2:7][C:6]3[CH:5]=[CH:4][C:3]([C:2]([F:1])([F:40])[F:39])=[CH:38][CH:37]=3)=[N:14][CH:13]=2)=[CH2:16])=[CH:19]1. The yield is 0.500.